This data is from Reaction yield outcomes from USPTO patents with 853,638 reactions. The task is: Predict the reaction yield, written as a fraction of the theoretical maximum amount of product (1.0 means a 100% yield; for example, 0.34 means a 34% yield). (1) The reactants are I[C:2]1[CH:11]=[CH:10][C:5]([C:6]([O:8][CH3:9])=[O:7])=[CH:4][CH:3]=1.[CH:12]([Mg]Cl)([CH3:14])[CH3:13].[C:17]([Cu])#[N:18].[NH4+].[Cl-].[CH2:22]1[CH2:26][O:25][CH2:24][CH2:23]1. No catalyst specified. The product is [CH2:13]([O:8][C:6]([N:18]1[CH2:17][CH2:24][CH2:23][CH:22]1[C:26](=[O:25])[C:2]1[CH:11]=[CH:10][C:5]([C:6]([O:8][CH3:9])=[O:7])=[CH:4][CH:3]=1)=[O:7])[C:12]1[CH:14]=[CH:4][CH:3]=[CH:2][CH:11]=1. The yield is 0.570. (2) The reactants are [C:1]1([S:7]([C:10]2[CH:15]=[CH:14][C:13]([CH3:16])=[CH:12][CH:11]=2)(=[O:9])=[O:8])[CH:6]=[CH:5][CH:4]=[CH:3][CH:2]=1.[Cl:17][S:18](O)(=[O:20])=[O:19]. No catalyst specified. The product is [C:1]1([S:7]([C:10]2[CH:11]=[CH:12][C:13]([CH3:16])=[C:14]([S:18]([Cl:17])(=[O:20])=[O:19])[CH:15]=2)(=[O:9])=[O:8])[CH:2]=[CH:3][CH:4]=[CH:5][CH:6]=1. The yield is 1.00. (3) The reactants are [NH2:1][C:2]1[CH:7]=[C:6]([O:8][C:9]2[CH:14]=[CH:13][C:12]([NH:15][C:16]([C:18]3[C:22](=[O:23])[N:21]([C:24]4[CH:29]=[CH:28][CH:27]=[CH:26][CH:25]=4)[N:20]4[CH2:30][CH2:31][CH2:32][C:19]=34)=[O:17])=[CH:11][C:10]=2[F:33])[CH:5]=[CH:4][N:3]=1.CCN(CC)CC.[C:41](OC(=O)C)(=[O:43])[CH3:42]. No catalyst specified. The product is [C:41]([NH:1][C:2]1[CH:7]=[C:6]([O:8][C:9]2[CH:14]=[CH:13][C:12]([NH:15][C:16]([C:18]3[C:22](=[O:23])[N:21]([C:24]4[CH:29]=[CH:28][CH:27]=[CH:26][CH:25]=4)[N:20]4[CH2:30][CH2:31][CH2:32][C:19]=34)=[O:17])=[CH:11][C:10]=2[F:33])[CH:5]=[CH:4][N:3]=1)(=[O:43])[CH3:42]. The yield is 0.740. (4) The reactants are [CH2:1]([Cl:3])[Cl:2].[Li]CCCC.[B:9]([O:16][CH2:17][CH3:18])([O:13][CH2:14][CH3:15])OCC.Cl.[C:20]12(O)[CH2:28][CH:24]([C:25]1([CH3:27])[CH3:26])CCC2(O)C. The catalyst is C1COCC1.C(OCC)C. The product is [Cl:2][CH:1]([Cl:3])[B:9]1[O:13][CH:14]2[CH2:15][C@@H:24]3[CH2:28][C@H:20]([C@:17]2([CH3:18])[O:16]1)[C:25]3([CH3:27])[CH3:26]. The yield is 0.600. (5) The reactants are [CH2:1]([CH:5]1[CH2:10][C:9](=[O:11])[CH2:8][C:7](=[O:12])[N:6]1C(OC(C)(C)C)=O)[CH:2]([CH3:4])[CH3:3]. The catalyst is O1CCOCC1.Cl. The product is [CH2:1]([CH:5]1[NH:6][C:7](=[O:12])[CH2:8][C:9](=[O:11])[CH2:10]1)[CH:2]([CH3:4])[CH3:3]. The yield is 0.740. (6) The reactants are [Si]([O:8][CH2:9][C@@H:10]([NH:12][C:13]1[CH:18]=[CH:17][CH:16]=[C:15]([Cl:19])[CH:14]=1)[CH3:11])(C(C)(C)C)(C)C.C(=O)=O.CC(C)=O.[C:27]([O:31][C:32](O[C:32]([O:31][C:27]([CH3:30])([CH3:29])[CH3:28])=[O:33])=[O:33])([CH3:30])([CH3:29])[CH3:28].O. The catalyst is O1CCCC1. The product is [C:27]([O:31][C:32](=[O:33])[N:12]([C:13]1[CH:18]=[CH:17][CH:16]=[C:15]([Cl:19])[CH:14]=1)[C@@H:10]([CH3:11])[CH2:9][OH:8])([CH3:30])([CH3:29])[CH3:28]. The yield is 0.640. (7) The reactants are C[O:2][CH2:3][C@H:4]([CH3:34])[O:5][C:6]1[CH:7]=[C:8]([CH:20]=[C:21]([C:23]2[NH:24][C:25]([C:28]3[O:29][C@@H:30]([CH3:33])[CH2:31][N:32]=3)=[CH:26][CH:27]=2)[CH:22]=1)[O:9][C:10]1[N:11]=[N:12][C:13]([S:16]([CH3:19])(=[O:18])=[O:17])=[CH:14][CH:15]=1.B(Br)(Br)Br.C(=O)([O-])O.[Na+]. The catalyst is C(Cl)Cl. The product is [CH3:33][C@@H:30]1[O:29][C:28]([C:25]2[NH:24][C:23]([C:21]3[CH:22]=[C:6]([CH:7]=[C:8]([O:9][C:10]4[N:11]=[N:12][C:13]([S:16]([CH3:19])(=[O:17])=[O:18])=[CH:14][CH:15]=4)[CH:20]=3)[O:5][C@@H:4]([CH3:34])[CH2:3][OH:2])=[CH:27][CH:26]=2)=[N:32][CH2:31]1. The yield is 0.890.